Dataset: Reaction yield outcomes from USPTO patents with 853,638 reactions. Task: Predict the reaction yield, written as a fraction of the theoretical maximum amount of product (1.0 means a 100% yield; for example, 0.34 means a 34% yield). (1) The reactants are [NH2:1][C:2]1[C:3]2[N:4]([C:8]([C@@H:12]3[CH2:16][CH2:15][CH2:14][N:13]3C(OCC3C=CC=CC=3)=O)=[N:9][C:10]=2Br)[CH:5]=[CH:6][N:7]=1.CC1(C)C(C)(C)OB([C:35]2[CH:53]=[CH:52][C:38]([C:39]([NH:41][C:42]3[CH:47]=[C:46]([C:48]([F:51])([F:50])[F:49])[CH:45]=[CH:44][N:43]=3)=[O:40])=[CH:37][CH:36]=2)O1. No catalyst specified. The product is [NH2:1][C:2]1[C:3]2[N:4]([C:8]([C@@H:12]3[CH2:16][CH2:15][CH2:14][NH:13]3)=[N:9][C:10]=2[C:35]2[CH:53]=[CH:52][C:38]([C:39]([NH:41][C:42]3[CH:47]=[C:46]([C:48]([F:49])([F:50])[F:51])[CH:45]=[CH:44][N:43]=3)=[O:40])=[CH:37][CH:36]=2)[CH:5]=[CH:6][N:7]=1. The yield is 0.870. (2) The reactants are [CH3:1][CH:2]1[C:10]2[CH:9]=[CH:8][CH:7]=[C:6]([NH2:11])[C:5]=2[CH2:4][C:3]21[CH2:15][CH2:14][CH2:13][CH2:12]2.C(N(CC)CC)C.[Cl:23][C:24]1[N:28]([CH3:29])[N:27]=[C:26]([CH:30]([F:32])[F:31])[C:25]=1[C:33](Cl)=[O:34]. The catalyst is C(Cl)Cl.CN(C1C=CN=CC=1)C. The product is [Cl:23][C:24]1[N:28]([CH3:29])[N:27]=[C:26]([CH:30]([F:31])[F:32])[C:25]=1[C:33]([NH:11][C:6]1[CH:7]=[CH:8][CH:9]=[C:10]2[C:5]=1[CH2:4][C:3]1([CH2:12][CH2:13][CH2:14][CH2:15]1)[CH:2]2[CH3:1])=[O:34]. The yield is 0.640.